The task is: Predict the reactants needed to synthesize the given product.. This data is from Full USPTO retrosynthesis dataset with 1.9M reactions from patents (1976-2016). (1) The reactants are: [Cl:1][C:2]1[CH:3]=[C:4]([CH:9]2[CH2:13][CH2:12][CH2:11][NH:10]2)[CH:5]=[CH:6][C:7]=1[Cl:8].[C:14](#[N:17])[CH:15]=[CH2:16]. Given the product [Cl:1][C:2]1[CH:3]=[C:4]([CH:9]2[CH2:13][CH2:12][CH2:11][N:10]2[CH2:16][CH2:15][C:14]#[N:17])[CH:5]=[CH:6][C:7]=1[Cl:8], predict the reactants needed to synthesize it. (2) Given the product [CH2:2]([N:9]1[CH2:14][CH2:13][CH2:12][C@H:11]([NH2:15])[CH2:10]1)[C:3]1[CH:4]=[CH:5][CH:6]=[CH:7][CH:8]=1, predict the reactants needed to synthesize it. The reactants are: Cl.[CH2:2]([N:9]1[CH2:14][CH2:13][CH2:12][C@H:11]([NH:15]C(=O)OC(C)(C)C)[CH2:10]1)[C:3]1[CH:8]=[CH:7][CH:6]=[CH:5][CH:4]=1. (3) Given the product [CH2:22]([O:21][C:19](=[O:20])[NH:18][CH:5]1[C:4](=[O:3])[N:34]([CH2:30][CH:31]([CH3:33])[CH3:32])[CH2:16][C:8]2[C:9]3[CH:10]=[N:11][NH:12][C:13]=3[CH:14]=[CH:15][C:7]=2[CH2:6]1)[C:23]1[CH:28]=[CH:27][CH:26]=[CH:25][CH:24]=1, predict the reactants needed to synthesize it. The reactants are: Cl.C[O:3][C:4](=O)[CH:5]([NH:18][C:19]([O:21][CH2:22][C:23]1[CH:28]=[CH:27][CH:26]=[CH:25][CH:24]=1)=[O:20])[CH2:6][C:7]1[C:8]([CH2:16]Cl)=[C:9]2[C:13](=[CH:14][CH:15]=1)[NH:12][N:11]=[CH:10]2.[CH2:30]([NH2:34])[CH:31]([CH3:33])[CH3:32].C(O)(=O)C. (4) Given the product [C:19]([CH:14]([CH2:15][CH2:16][CH3:17])[C:13]#[N:18])(=[O:21])[CH3:20], predict the reactants needed to synthesize it. The reactants are: C(NC(C)C)(C)C.C([Li])CCC.[C:13](#[N:18])[CH2:14][CH2:15][CH2:16][CH3:17].[C:19](OCC)(=[O:21])[CH3:20]. (5) Given the product [F:1][C:2]([F:28])([F:27])[C:3]1[CH:4]=[C:5]([NH:13][C:14](=[O:26])[C:15]2[CH:20]=[C:19]([C:34]3[CH:39]=[CH:38][CH:37]=[CH:36][N:35]=3)[CH:18]=[CH:17][C:16]=2[OH:22])[CH:6]=[C:7]([C:9]([F:11])([F:10])[F:12])[CH:8]=1, predict the reactants needed to synthesize it. The reactants are: [F:1][C:2]([F:28])([F:27])[C:3]1[CH:4]=[C:5]([NH:13][C:14](=[O:26])[C:15]2[CH:20]=[C:19](I)[CH:18]=[CH:17][C:16]=2[O:22]COC)[CH:6]=[C:7]([C:9]([F:12])([F:11])[F:10])[CH:8]=1.C([Sn](CCCC)(CCCC)[C:34]1[CH:39]=[CH:38][CH:37]=[CH:36][N:35]=1)CCC.O. (6) Given the product [OH:5][C@H:4]([C:6]1[C:14]2[S:13][C:12](=[O:15])[NH:11][C:10]=2[C:9]([OH:16])=[CH:8][CH:7]=1)[CH2:3][NH:2][CH2:18][CH2:19][S:20][CH2:21][CH2:22][CH2:23][O:24][CH2:25][C@H:26]([NH:33][C:34](=[O:40])[O:35][C:36]([CH3:39])([CH3:38])[CH3:37])[C:27]1[CH:32]=[CH:31][CH:30]=[CH:29][CH:28]=1, predict the reactants needed to synthesize it. The reactants are: Cl.[NH2:2][CH2:3][C@@H:4]([C:6]1[C:14]2[S:13][C:12](=[O:15])[NH:11][C:10]=2[C:9]([OH:16])=[CH:8][CH:7]=1)[OH:5].O=[CH:18][CH2:19][S:20][CH2:21][CH2:22][CH2:23][O:24][CH2:25][C@H:26]([NH:33][C:34](=[O:40])[O:35][C:36]([CH3:39])([CH3:38])[CH3:37])[C:27]1[CH:32]=[CH:31][CH:30]=[CH:29][CH:28]=1.